Predict the reaction yield, written as a fraction of the theoretical maximum amount of product (1.0 means a 100% yield; for example, 0.34 means a 34% yield). From a dataset of Reaction yield outcomes from USPTO patents with 853,638 reactions. (1) The reactants are [CH2:1]([C:3]1[CH:4]=[C:5]([C:11]2[CH:12]=[C:13]3[C:17](=[CH:18][CH:19]=2)[C:16](=[O:20])[CH:15]([CH2:21][C:22](O)=[O:23])[CH2:14]3)[CH:6]=[CH:7][C:8]=1[O:9][CH3:10])[CH3:2].CCN=C=NCCCN(C)C.CCN(CC)CC.[NH2:43][CH2:44][C:45]1[CH:50]=[N:49][C:48]([CH3:51])=[CH:47][N:46]=1. The catalyst is C(Cl)Cl.CN(C1C=CN=CC=1)C. The product is [CH2:1]([C:3]1[CH:4]=[C:5]([C:11]2[CH:12]=[C:13]3[C:17](=[CH:18][CH:19]=2)[C:16](=[O:20])[CH:15]([CH2:21][C:22]([NH:43][CH2:44][C:45]2[CH:50]=[N:49][C:48]([CH3:51])=[CH:47][N:46]=2)=[O:23])[CH2:14]3)[CH:6]=[CH:7][C:8]=1[O:9][CH3:10])[CH3:2]. The yield is 0.420. (2) The reactants are [CH3:1][O:2][C:3]([CH:5](P(OC)(OC)=O)[NH:6][C:7]([O:9][CH2:10][C:11]1[CH:16]=[CH:15][CH:14]=[CH:13][CH:12]=1)=[O:8])=[O:4].CN(C)C(=N)N(C)C.[C:31]([O:35][C:36]([N:38]1[C:46]2[C:41](=[CH:42][C:43]([CH:47]=O)=[CH:44][CH:45]=2)[CH:40]=[N:39]1)=[O:37])([CH3:34])([CH3:33])[CH3:32]. The catalyst is O1CCCC1. The product is [C:31]([O:35][C:36]([N:38]1[C:46]2[C:41](=[CH:42][C:43]([CH:47]=[C:5]([NH:6][C:7]([O:9][CH2:10][C:11]3[CH:12]=[CH:13][CH:14]=[CH:15][CH:16]=3)=[O:8])[C:3]([O:2][CH3:1])=[O:4])=[CH:44][CH:45]=2)[CH:40]=[N:39]1)=[O:37])([CH3:34])([CH3:33])[CH3:32]. The yield is 0.850. (3) The reactants are [NH3:1].C([O:5][C@H:6]1[C@H:10]([O:11]C(=O)C)[C@H:9]([C:15]2[C:19]3[N:20]=[CH:21][N:22]=[C:23](Cl)[C:18]=3[NH:17][CH:16]=2)[N:8]([C:25]([O:27][C:28]([CH3:31])([CH3:30])[CH3:29])=[O:26])[C@@H:7]1[CH2:32][O:33]C(=O)C)(=O)C. The catalyst is C(O)C. The product is [NH2:1][C:23]1[C:18]2[NH:17][CH:16]=[C:15]([C@H:9]3[C@@H:10]([OH:11])[C@H:6]([OH:5])[C@@H:7]([CH2:32][OH:33])[N:8]3[C:25]([O:27][C:28]([CH3:29])([CH3:30])[CH3:31])=[O:26])[C:19]=2[N:20]=[CH:21][N:22]=1. The yield is 0.252. (4) The reactants are [F:1][C:2]1[CH:7]=[C:6]([N+:8]([O-])=O)[C:5]([NH:11][CH2:12][CH2:13][CH2:14][OH:15])=[C:4]([N+:16]([O-])=O)[CH:3]=1. The catalyst is O1CCCC1.[Pd]. The product is [NH2:16][C:4]1[CH:3]=[C:2]([F:1])[CH:7]=[C:6]([NH2:8])[C:5]=1[NH:11][CH2:12][CH2:13][CH2:14][OH:15]. The yield is 1.00.